From a dataset of Catalyst prediction with 721,799 reactions and 888 catalyst types from USPTO. Predict which catalyst facilitates the given reaction. Reactant: [F:1][C:2]([F:7])([F:6])[C:3]([OH:5])=[O:4].[Cl:8][C:9]1[CH:14]=[CH:13][C:12]([CH2:15][NH:16][C:17]([C:19]2[N:20]=[C:21]([S:43][CH3:44])[N:22](C(C3C=CC=CC=3)(C3C=CC=CC=3)C3C=CC=CC=3)[CH:23]=2)=[O:18])=[C:11]([F:45])[C:10]=1[O:46][C:47]1[CH:52]=[C:51]([C:53]#[N:54])[CH:50]=[C:49]([Cl:55])[CH:48]=1.FC(F)(F)C(O)=O. Product: [F:1][C:2]([F:7])([F:6])[C:3]([OH:5])=[O:4].[Cl:8][C:9]1[CH:14]=[CH:13][C:12]([CH2:15][NH:16][C:17]([C:19]2[N:20]=[C:21]([S:43][CH3:44])[NH:22][CH:23]=2)=[O:18])=[C:11]([F:45])[C:10]=1[O:46][C:47]1[CH:52]=[C:51]([C:53]#[N:54])[CH:50]=[C:49]([Cl:55])[CH:48]=1. The catalyst class is: 2.